Dataset: Catalyst prediction with 721,799 reactions and 888 catalyst types from USPTO. Task: Predict which catalyst facilitates the given reaction. Reactant: [CH2:1]([N:3]([CH2:33][CH3:34])[C:4]([C:6]1[CH:32]=[CH:31][C:9]([CH2:10][N:11]2[C:19]3[CH2:18][CH2:17][N:16](C(OC(C)(C)C)=O)[CH2:15][C:14]=3[C:13]([C:27]([F:30])([F:29])[F:28])=[N:12]2)=[CH:8][CH:7]=1)=[O:5])[CH3:2].FC(F)(F)C(O)=O. Product: [CH2:33]([N:3]([CH2:1][CH3:2])[C:4](=[O:5])[C:6]1[CH:32]=[CH:31][C:9]([CH2:10][N:11]2[C:19]3[CH2:18][CH2:17][NH:16][CH2:15][C:14]=3[C:13]([C:27]([F:30])([F:29])[F:28])=[N:12]2)=[CH:8][CH:7]=1)[CH3:34]. The catalyst class is: 4.